Predict the reactants needed to synthesize the given product. From a dataset of Full USPTO retrosynthesis dataset with 1.9M reactions from patents (1976-2016). (1) The reactants are: [C:1]([O:4][CH:5]1[CH:6]([CH3:38])[CH2:7][CH2:8][CH:9]([OH:37])[CH2:10][C:11]([O:13][CH:14](/[C:19](/[CH3:36])=[CH:20]/[CH:21]=[CH:22]/[C:23]([OH:35])([CH3:34])[CH2:24][CH:25]2[O:33][CH:26]2[CH:27]([CH3:32])[CH:28]([OH:31])[CH2:29][CH3:30])[CH:15]([CH3:18])[CH:16]=[CH:17]1)=[O:12])(=[O:3])[CH3:2].N1[CH:43]=[CH:42]N=C1.[CH2:44]([Si:46](Cl)([CH2:50][CH3:51])[CH:47]([CH3:49])[CH3:48])[CH3:45]. Given the product [C:1]([O:4][CH:5]1[CH:6]([CH3:38])[CH2:7][CH2:8][CH:9]([O:37][Si:46]([CH2:42][CH3:43])([CH2:44][CH3:45])[CH:47]([CH3:49])[CH3:48])[CH2:10][C:11]([O:13][CH:14](/[C:19](/[CH3:36])=[CH:20]/[CH:21]=[CH:22]/[C:23]([OH:35])([CH3:34])[CH2:24][CH:25]2[O:33][CH:26]2[CH:27]([CH3:32])[CH:28]([O:31][Si:46]([CH2:50][CH3:51])([CH2:44][CH3:45])[CH:47]([CH3:49])[CH3:48])[CH2:29][CH3:30])[CH:15]([CH3:18])[CH:16]=[CH:17]1)=[O:12])(=[O:3])[CH3:2], predict the reactants needed to synthesize it. (2) Given the product [Cl:1][C:2]1[CH:3]=[C:4]([CH:17]=[C:18]([Cl:20])[CH:19]=1)[CH2:5][N:6]1[CH2:11][CH2:10][CH:9]([CH2:12][OH:13])[CH2:8][C:7]1=[O:16], predict the reactants needed to synthesize it. The reactants are: [Cl:1][C:2]1[CH:3]=[C:4]([CH:17]=[C:18]([Cl:20])[CH:19]=1)[CH2:5][N:6]1[CH2:11][CH2:10][CH:9]([C:12](OC)=[O:13])[CH2:8][C:7]1=[O:16].[BH4-].[Na+]. (3) Given the product [F:38][B-:37]([F:41])([F:40])[F:39].[Br:10][CH2:9][S+:7]([C:1]1[CH:6]=[CH:5][CH:4]=[CH:3][CH:2]=1)[C:17]1[CH:16]=[C:15]([CH3:18])[C:14]([CH3:19])=[C:13]([CH3:20])[C:12]=1[CH3:11], predict the reactants needed to synthesize it. The reactants are: [C:1]1([S:7]([CH2:9][Br:10])=O)[CH:6]=[CH:5][CH:4]=[CH:3][CH:2]=1.[CH3:11][C:12]1[CH:17]=[CH:16][C:15]([CH3:18])=[C:14]([CH3:19])[C:13]=1[CH3:20].FC(F)(F)S(OS(C(F)(F)F)(=O)=O)(=O)=O.[H+].[B-:37]([F:41])([F:40])([F:39])[F:38]. (4) The reactants are: [F:1][C:2]1[CH:26]=[CH:25][C:5]([CH2:6][C:7]2[C:16]([OH:17])=[CH:15][CH:14]=[C:13]3[C:8]=2[C:9](=[O:24])[N:10]([CH2:20][CH2:21][CH2:22][OH:23])[C:11](=[O:19])[N:12]3[CH3:18])=[CH:4][CH:3]=1.Br[CH2:28][CH2:29][CH3:30].C([O-])([O-])=O.[K+].[K+].CCCC[N+](CCCC)(CCCC)CCCC.[F-]. Given the product [F:1][C:2]1[CH:3]=[CH:4][C:5]([CH2:6][C:7]2[C:16]([O:17][CH2:28][CH2:29][CH3:30])=[CH:15][CH:14]=[C:13]3[C:8]=2[C:9](=[O:24])[N:10]([CH2:20][CH2:21][CH2:22][OH:23])[C:11](=[O:19])[N:12]3[CH3:18])=[CH:25][CH:26]=1, predict the reactants needed to synthesize it. (5) The reactants are: S(Cl)(Cl)=O.O(C(CC)C(O)=O)C1C=CC=CC=1.O(C(CC)C(Cl)=O)C1C=CC=CC=1.[O:31]([CH:38]([CH2:44][CH3:45])[C:39]([N:41]=[C:42]=[S:43])=[O:40])[C:32]1[CH:37]=[CH:36][CH:35]=[CH:34][CH:33]=1.[Cl:46][C:47]1[CH:48]=[C:49]([CH:51]=[CH:52][C:53]=1[O:54][C:55]1[C:64]2[C:59](=[CH:60][C:61]([O:67][CH3:68])=[C:62]([O:65][CH3:66])[CH:63]=2)[N:58]=[CH:57][CH:56]=1)[NH2:50]. Given the product [Cl:46][C:47]1[CH:48]=[C:49]([NH:50][C:42]([NH:41][C:39](=[O:40])[CH:38]([O:31][C:32]2[CH:37]=[CH:36][CH:35]=[CH:34][CH:33]=2)[CH2:44][CH3:45])=[S:43])[CH:51]=[CH:52][C:53]=1[O:54][C:55]1[C:64]2[C:59](=[CH:60][C:61]([O:67][CH3:68])=[C:62]([O:65][CH3:66])[CH:63]=2)[N:58]=[CH:57][CH:56]=1, predict the reactants needed to synthesize it.